This data is from Peptide-MHC class II binding affinity with 134,281 pairs from IEDB. The task is: Regression. Given a peptide amino acid sequence and an MHC pseudo amino acid sequence, predict their binding affinity value. This is MHC class II binding data. (1) The peptide sequence is EVKKEIKDPLITSGC. The MHC is DRB1_0101 with pseudo-sequence DRB1_0101. The binding affinity (normalized) is 0.0770. (2) The peptide sequence is TNLKVQLIRMAEAEM. The MHC is HLA-DQA10201-DQB10303 with pseudo-sequence HLA-DQA10201-DQB10303. The binding affinity (normalized) is 0.558. (3) The peptide sequence is FFQMTNTNPDQKCIT. The MHC is DRB1_1302 with pseudo-sequence DRB1_1302. The binding affinity (normalized) is 0.188. (4) The peptide sequence is GELQIVDKIDAAFDI. The MHC is DRB4_0101 with pseudo-sequence DRB4_0103. The binding affinity (normalized) is 0.690. (5) The peptide sequence is NLCCSQWGWCGSTDE. The MHC is DRB1_0101 with pseudo-sequence DRB1_0101. The binding affinity (normalized) is 0.132. (6) The MHC is DRB1_0802 with pseudo-sequence DRB1_0802. The peptide sequence is AYAAQGYKVLVLNPSVAA. The binding affinity (normalized) is 0.0911. (7) The peptide sequence is PTIGVGGNFAGGGFG. The MHC is DRB1_0701 with pseudo-sequence DRB1_0701. The binding affinity (normalized) is 0.0996.